The task is: Regression. Given two drug SMILES strings and cell line genomic features, predict the synergy score measuring deviation from expected non-interaction effect.. This data is from NCI-60 drug combinations with 297,098 pairs across 59 cell lines. (1) Drug 1: COC1=NC(=NC2=C1N=CN2C3C(C(C(O3)CO)O)O)N. Drug 2: CN(C(=O)NC(C=O)C(C(C(CO)O)O)O)N=O. Cell line: MDA-MB-231. Synergy scores: CSS=2.32, Synergy_ZIP=-0.545, Synergy_Bliss=-1.14, Synergy_Loewe=-2.73, Synergy_HSA=-2.81. (2) Drug 1: C1=CC(=CC=C1CCC2=CNC3=C2C(=O)NC(=N3)N)C(=O)NC(CCC(=O)O)C(=O)O. Drug 2: CC1=CC=C(C=C1)C2=CC(=NN2C3=CC=C(C=C3)S(=O)(=O)N)C(F)(F)F. Cell line: TK-10. Synergy scores: CSS=36.1, Synergy_ZIP=0.180, Synergy_Bliss=-3.12, Synergy_Loewe=-31.2, Synergy_HSA=-3.91. (3) Drug 1: CN(C)N=NC1=C(NC=N1)C(=O)N. Drug 2: CN1C2=C(C=C(C=C2)N(CCCl)CCCl)N=C1CCCC(=O)O.Cl. Cell line: SK-MEL-5. Synergy scores: CSS=4.80, Synergy_ZIP=-0.850, Synergy_Bliss=3.33, Synergy_Loewe=-3.98, Synergy_HSA=-1.17. (4) Drug 1: CC(C1=C(C=CC(=C1Cl)F)Cl)OC2=C(N=CC(=C2)C3=CN(N=C3)C4CCNCC4)N. Drug 2: C(=O)(N)NO. Cell line: SK-MEL-5. Synergy scores: CSS=-0.513, Synergy_ZIP=3.53, Synergy_Bliss=6.41, Synergy_Loewe=0.0779, Synergy_HSA=0.725.